Dataset: Forward reaction prediction with 1.9M reactions from USPTO patents (1976-2016). Task: Predict the product of the given reaction. (1) Given the reactants [Cl:1][C:2]1[CH:7]=[CH:6][C:5]([C:8]2[CH:13]=[C:12]([C:14]([F:17])([F:16])[F:15])[N:11]3[N:18]=[CH:19][C:20]([C:21]#[C:22][Si](C)(C)C)=[C:10]3[N:9]=2)=[CH:4][CH:3]=1.C([O-])([O-])=O.[K+].[K+], predict the reaction product. The product is: [Cl:1][C:2]1[CH:7]=[CH:6][C:5]([C:8]2[CH:13]=[C:12]([C:14]([F:16])([F:15])[F:17])[N:11]3[N:18]=[CH:19][C:20]([C:21]#[CH:22])=[C:10]3[N:9]=2)=[CH:4][CH:3]=1. (2) Given the reactants Cl[C:2]1[C:11]([N:12]([CH:14]([CH3:16])[CH3:15])[CH3:13])=[N:10][C:9]2[C:4](=[CH:5][CH:6]=[C:7]([C:17]([O:19][CH3:20])=[O:18])[CH:8]=2)[N:3]=1.[NH:21]1[CH:25]=[C:24](B(O)O)[CH:23]=[N:22]1.[O-]P([O-])([O-])=O.[K+].[K+].[K+], predict the reaction product. The product is: [CH:14]([N:12]([CH3:13])[C:11]1[C:2]([C:24]2[CH:25]=[N:21][NH:22][CH:23]=2)=[N:3][C:4]2[C:9]([N:10]=1)=[CH:8][C:7]([C:17]([O:19][CH3:20])=[O:18])=[CH:6][CH:5]=2)([CH3:16])[CH3:15]. (3) Given the reactants [CH:1]([CH:3]1[CH2:8][CH2:7][N:6]([C:9]([O:11][C:12]([CH3:15])([CH3:14])[CH3:13])=[O:10])[CH2:5][CH2:4]1)=O.[S:16]=[C:17]1[CH2:21][S:20][C:19](=[O:22])[NH:18]1.CC(C)([O-])C.[K+].C(O)(=O)C.O.C(OCC)(=O)C, predict the reaction product. The product is: [O:22]=[C:19]1[NH:18][C:17](=[S:16])/[C:21](=[CH:1]/[CH:3]2[CH2:8][CH2:7][N:6]([C:9]([O:11][C:12]([CH3:15])([CH3:14])[CH3:13])=[O:10])[CH2:5][CH2:4]2)/[S:20]1.